Dataset: Forward reaction prediction with 1.9M reactions from USPTO patents (1976-2016). Task: Predict the product of the given reaction. (1) Given the reactants [Br:1][C:2]1[CH:11]=[C:10]2[C:5]([CH:6]([NH2:12])[CH2:7][CH2:8][O:9]2)=[CH:4][CH:3]=1.[F:13][C:14]([F:25])([F:24])[C:15]([NH:17][C:18]1([C:21](O)=[O:22])[CH2:20][CH2:19]1)=[O:16], predict the reaction product. The product is: [Br:1][C:2]1[CH:11]=[C:10]2[C:5]([CH:6]([NH:12][C:21]([C:18]3([NH:17][C:15](=[O:16])[C:14]([F:13])([F:24])[F:25])[CH2:19][CH2:20]3)=[O:22])[CH2:7][CH2:8][O:9]2)=[CH:4][CH:3]=1. (2) Given the reactants [Cl:1][C:2]1[CH:3]=[CH:4][C:5]([O:15][CH2:16][C:17]2[CH:22]=[CH:21][CH:20]=[CH:19][CH:18]=2)=[C:6]([C:8](=O)[CH2:9][CH2:10][C:11](=O)[CH3:12])[CH:7]=1.[CH2:23]([O:25][C:26](=[O:34])[C:27]1[CH:32]=[CH:31][CH:30]=[C:29]([NH2:33])[CH:28]=1)[CH3:24].CC1C=CC(S(O)(=O)=O)=CC=1, predict the reaction product. The product is: [CH2:23]([O:25][C:26](=[O:34])[C:27]1[CH:32]=[CH:31][CH:30]=[C:29]([N:33]2[C:11]([CH3:12])=[CH:10][CH:9]=[C:8]2[C:6]2[CH:7]=[C:2]([Cl:1])[CH:3]=[CH:4][C:5]=2[O:15][CH2:16][C:17]2[CH:22]=[CH:21][CH:20]=[CH:19][CH:18]=2)[CH:28]=1)[CH3:24]. (3) Given the reactants [OH:1][C:2]12[C:13]3[C:8](=[C:9]([N+:14]([O-])=O)[CH:10]=[CH:11][CH:12]=3)[C:7](=[O:17])[C:6]1([NH:18][C:19]([C:21]1[C:30]3[C:25](=[CH:26][CH:27]=[CH:28][CH:29]=3)[N:24]=[N:23][CH:22]=1)=[O:20])[C:5]1[CH:31]=[CH:32][C:33]([CH:35]([CH3:37])[CH3:36])=[CH:34][C:4]=1[O:3]2.C(O)C, predict the reaction product. The product is: [NH2:14][C:9]1[CH:10]=[CH:11][CH:12]=[C:13]2[C:8]=1[C:7](=[O:17])[C:6]1([NH:18][C:19]([C:21]3[C:30]4[C:25](=[CH:26][CH:27]=[CH:28][CH:29]=4)[N:24]=[N:23][CH:22]=3)=[O:20])[C:5]3[CH:31]=[CH:32][C:33]([CH:35]([CH3:36])[CH3:37])=[CH:34][C:4]=3[O:3][C:2]12[OH:1]. (4) Given the reactants [NH:1]1[C:9]2[C:4](=[CH:5][CH:6]=[CH:7][CH:8]=2)[C:3]([CH:10]=O)=[CH:2]1.[C:12]([C:15]1[CH:20]=[CH:19][CH:18]=[CH:17][CH:16]=1)(=[O:14])[CH3:13].N1CCCCC1.C(O)(=O)C, predict the reaction product. The product is: [NH:1]1[C:9]2[C:4](=[CH:5][CH:6]=[CH:7][CH:8]=2)[C:3](/[CH:10]=[CH:13]/[C:12]([C:15]2[CH:20]=[CH:19][CH:18]=[CH:17][CH:16]=2)=[O:14])=[CH:2]1. (5) Given the reactants [CH:1]1([C:4]2[CH:5]=[C:6]([CH:28]=[C:29]([O:32][CH2:33][CH3:34])[C:30]=2I)[CH2:7][N:8]2[CH2:11][C:10]3([CH2:15][C:14]([N:16]4[CH2:21][CH2:20][C:19]([CH3:27])([C:22]([O:24]CC)=[O:23])[CH2:18][CH2:17]4)=[N:13][O:12]3)[CH2:9]2)[CH2:3][CH2:2]1.[CH2:35]([O:37][C:38]1[CH:43]=[C:42]([F:44])[CH:41]=[CH:40][C:39]=1B(O)O)[CH3:36], predict the reaction product. The product is: [CH:1]1([C:4]2[CH:5]=[C:6]([CH2:7][N:8]3[CH2:9][C:10]4([CH2:15][C:14]([N:16]5[CH2:21][CH2:20][C:19]([CH3:27])([C:22]([OH:24])=[O:23])[CH2:18][CH2:17]5)=[N:13][O:12]4)[CH2:11]3)[CH:28]=[C:29]([O:32][CH2:33][CH3:34])[C:30]=2[C:39]2[CH:40]=[CH:41][C:42]([F:44])=[CH:43][C:38]=2[O:37][CH2:35][CH3:36])[CH2:2][CH2:3]1. (6) Given the reactants [Br:1][C:2]1[CH:3]=[C:4]([C:7]([CH3:14])([CH3:13])C(N=[N+]=[N-])=O)[S:5][CH:6]=1.[CH3:15][C:16]1[CH:21]=[C:20]([C:22]2[CH:27]=[CH:26][C:25]([NH2:28])=[CH:24][CH:23]=2)[CH:19]=[CH:18][N:17]=1.CC[N:31]([CH:35](C)C)C(C)C.C1C[O:41]CC1, predict the reaction product. The product is: [Br:1][C:2]1[CH:3]=[C:4]([C:7]([NH:31][C:35]([NH:28][C:25]2[CH:26]=[CH:27][C:22]([C:20]3[CH:19]=[CH:18][N:17]=[C:16]([CH3:15])[CH:21]=3)=[CH:23][CH:24]=2)=[O:41])([CH3:13])[CH3:14])[S:5][CH:6]=1. (7) Given the reactants [OH:1][C:2]1[C:12]2[CH2:11][CH2:10][N:9](C(OC(C)(C)C)=O)[CH2:8][CH:7]([CH3:20])[C:6]=2[NH:5][C:4](=[O:21])[CH:3]=1, predict the reaction product. The product is: [OH:1][C:2]1[C:12]2[CH2:11][CH2:10][NH:9][CH2:8][CH:7]([CH3:20])[C:6]=2[NH:5][C:4](=[O:21])[CH:3]=1. (8) Given the reactants [CH3:1][N:2]([CH3:35])[C:3]1([C:29]2[CH:34]=[CH:33][CH:32]=[CH:31][CH:30]=2)[CH2:8][CH2:7][CH:6]([CH2:9][NH:10][C:11]([N:13]2[CH2:18][CH:17]=[C:16]([C:19]3[C:27]4[C:22](=[CH:23][CH:24]=[C:25]([F:28])[CH:26]=4)[NH:21][CH:20]=3)[CH2:15][CH2:14]2)=[O:12])[CH2:5][CH2:4]1.[C:36]([OH:48])(=[O:47])[CH2:37][C:38]([CH2:43][C:44]([OH:46])=[O:45])([C:40]([OH:42])=[O:41])[OH:39], predict the reaction product. The product is: [C:36]([OH:48])(=[O:47])[CH2:37][C:38]([CH2:43][C:44]([OH:46])=[O:45])([C:40]([OH:42])=[O:41])[OH:39].[CH3:1][N:2]([CH3:35])[C:3]1([C:29]2[CH:30]=[CH:31][CH:32]=[CH:33][CH:34]=2)[CH2:4][CH2:5][CH:6]([CH2:9][NH:10][C:11]([N:13]2[CH2:14][CH:15]=[C:16]([C:19]3[C:27]4[C:22](=[CH:23][CH:24]=[C:25]([F:28])[CH:26]=4)[NH:21][CH:20]=3)[CH2:17][CH2:18]2)=[O:12])[CH2:7][CH2:8]1. (9) Given the reactants [CH3:1][O:2][C:3](=[O:29])[C@@H:4]([NH:21][C:22]([O:24][C:25]([CH3:28])([CH3:27])[CH3:26])=[O:23])[CH2:5][C:6]1[CH:11]=[CH:10][C:9]([OH:12])=[C:8]([O:13][CH2:14][C:15]2[CH:20]=[CH:19][CH:18]=[CH:17][CH:16]=2)[CH:7]=1.[CH3:30][NH:31][C:32](O[N:31]1[C:30](=O)CC[C:32]1=[O:33])=[O:33], predict the reaction product. The product is: [CH3:1][O:2][C:3](=[O:29])[C@@H:4]([NH:21][C:22]([O:24][C:25]([CH3:26])([CH3:28])[CH3:27])=[O:23])[CH2:5][C:6]1[CH:11]=[CH:10][C:9]([O:12][C:32](=[O:33])[NH:31][CH3:30])=[C:8]([O:13][CH2:14][C:15]2[CH:16]=[CH:17][CH:18]=[CH:19][CH:20]=2)[CH:7]=1.